The task is: Predict the reaction yield, written as a fraction of the theoretical maximum amount of product (1.0 means a 100% yield; for example, 0.34 means a 34% yield).. This data is from Reaction yield outcomes from USPTO patents with 853,638 reactions. (1) The reactants are C(OC(=O)[NH:5][C:6]1[CH:10]=[C:9]([C:11]2[CH:16]=[CH:15][CH:14]=[CH:13][CH:12]=2)[N:8]([C:17]2[CH:22]=[CH:21][C:20]([S:23](=[O:26])(=[O:25])[NH2:24])=[CH:19][CH:18]=2)[N:7]=1)C.[OH-].[Na+].O. The catalyst is CCO. The product is [NH2:5][C:6]1[CH:10]=[C:9]([C:11]2[CH:12]=[CH:13][CH:14]=[CH:15][CH:16]=2)[N:8]([C:17]2[CH:22]=[CH:21][C:20]([S:23]([NH2:24])(=[O:25])=[O:26])=[CH:19][CH:18]=2)[N:7]=1. The yield is 0.700. (2) The reactants are [NH2:1][C:2]1[S:3][CH:4]=[N:5][N:6]=1.[C:7]([NH:10][C:11]1[CH:16]=[CH:15][C:14]([S:17](Cl)(=[O:19])=[O:18])=[CH:13][CH:12]=1)(=[O:9])[CH3:8]. The catalyst is N1C=CC=CC=1.Cl. The product is [S:3]1[CH:4]=[N:5][N:6]=[C:2]1[NH:1][S:17]([C:14]1[CH:13]=[CH:12][C:11]([NH:10][C:7](=[O:9])[CH3:8])=[CH:16][CH:15]=1)(=[O:19])=[O:18]. The yield is 0.950. (3) The reactants are [Cl:1][C:2]1[S:6][C:5]([S:7]([N:10](S(C2SC(Cl)=CC=2)(=O)=O)[C:11]2[C:19]3[C:14](=[CH:15][CH:16]=[CH:17][C:18]=3[O:20][CH3:21])[N:13]([CH2:22][C:23]3[CH:28]=[CH:27][C:26]([O:29][CH2:30][CH2:31][N:32]([CH3:34])[CH3:33])=[CH:25][CH:24]=3)[N:12]=2)(=[O:9])=[O:8])=[CH:4][CH:3]=1.[OH-].[Na+]. The catalyst is CO. The product is [Cl:1][C:2]1[S:6][C:5]([S:7]([NH:10][C:11]2[C:19]3[C:14](=[CH:15][CH:16]=[CH:17][C:18]=3[O:20][CH3:21])[N:13]([CH2:22][C:23]3[CH:24]=[CH:25][C:26]([O:29][CH2:30][CH2:31][N:32]([CH3:33])[CH3:34])=[CH:27][CH:28]=3)[N:12]=2)(=[O:8])=[O:9])=[CH:4][CH:3]=1. The yield is 0.640. (4) The reactants are [CH2:1]([O:8][C:9]1[C:18]2[C:13](=[CH:14][CH:15]=[C:16](Br)[CH:17]=2)[CH:12]=[C:11]([Cl:20])[N:10]=1)[C:2]1[CH:7]=[CH:6][CH:5]=[CH:4][CH:3]=1.[CH3:21][O:22][C:23]1[CH:24]=[C:25](B(O)O)[CH:26]=[CH:27][CH:28]=1.C([O-])([O-])=O.[K+].[K+]. The catalyst is O1CCOCC1.O.Cl[Pd](Cl)([P](C1C=CC=CC=1)(C1C=CC=CC=1)C1C=CC=CC=1)[P](C1C=CC=CC=1)(C1C=CC=CC=1)C1C=CC=CC=1. The product is [CH2:1]([O:8][C:9]1[C:18]2[C:13](=[CH:14][CH:15]=[C:16]([C:27]3[CH:26]=[CH:25][CH:24]=[C:23]([O:22][CH3:21])[CH:28]=3)[CH:17]=2)[CH:12]=[C:11]([Cl:20])[N:10]=1)[C:2]1[CH:7]=[CH:6][CH:5]=[CH:4][CH:3]=1. The yield is 0.370. (5) The reactants are [CH3:1][C:2]([C:4]1[CH:9]=[CH:8][C:7]([N+:10]([O-:12])=[O:11])=[CH:6][CH:5]=1)=[O:3].[Cl-].[Al+3].[Cl-].[Cl-].[Br:17]Br. The catalyst is CCOCC. The product is [Br:17][CH2:1][C:2]([C:4]1[CH:5]=[CH:6][C:7]([N+:10]([O-:12])=[O:11])=[CH:8][CH:9]=1)=[O:3]. The yield is 0.690. (6) The reactants are [NH2:1][C:2]1[CH:11]=[CH:10][C:9]([C:12]#[N:13])=[C:8]2[C:3]=1[CH:4]=[CH:5][CH:6]=[N:7]2.S(=O)(=O)(O)[OH:15].[OH-].[Na+]. No catalyst specified. The product is [NH2:1][C:2]1[CH:11]=[CH:10][C:9]([C:12]([NH2:13])=[O:15])=[C:8]2[C:3]=1[CH:4]=[CH:5][CH:6]=[N:7]2. The yield is 0.743.